From a dataset of M1 muscarinic receptor antagonist screen with 61,756 compounds. Binary Classification. Given a drug SMILES string, predict its activity (active/inactive) in a high-throughput screening assay against a specified biological target. (1) The drug is s1c(C2CC(=O)NC(SCC(OC)=O)=C2C#N)c(cc1)C. The result is 0 (inactive). (2) The compound is S(Cc1[nH]c2c(n1)cccc2)c1n(c(nn1)COc1ccccc1)C. The result is 0 (inactive).